This data is from Full USPTO retrosynthesis dataset with 1.9M reactions from patents (1976-2016). The task is: Predict the reactants needed to synthesize the given product. (1) Given the product [F:13][C:4]1[CH:3]=[C:2]([NH:1][S:21]([C:18]2[CH:19]=[CH:20][C:15]([I:14])=[CH:16][CH:17]=2)(=[O:23])=[O:22])[CH:11]=[C:10]([F:12])[C:5]=1[C:6]([O:8][CH3:9])=[O:7], predict the reactants needed to synthesize it. The reactants are: [NH2:1][C:2]1[CH:11]=[C:10]([F:12])[C:5]([C:6]([O:8][CH3:9])=[O:7])=[C:4]([F:13])[CH:3]=1.[I:14][C:15]1[CH:20]=[CH:19][C:18]([S:21](Cl)(=[O:23])=[O:22])=[CH:17][CH:16]=1.N1C=CC=CC=1. (2) Given the product [Br:1][C:2]1[CH:7]=[C:6]([NH2:8])[C:5]([CH3:11])=[N:4][C:3]=1[O:12][CH2:13][CH2:14][CH2:15][CH:16]([CH3:18])[CH3:17], predict the reactants needed to synthesize it. The reactants are: [Br:1][C:2]1[C:3]([O:12][CH2:13][CH2:14][CH2:15][CH:16]([CH3:18])[CH3:17])=[N:4][C:5]([CH3:11])=[C:6]([N+:8]([O-])=O)[CH:7]=1.Cl.ClCCl.[OH-].[Na+]. (3) Given the product [C:22]([NH:21][CH:13]([CH2:12][O:11][C:8]1[CH:9]=[CH:10][C:4]2[S:3][C:2]([CH3:1])=[N:6][C:5]=2[CH:7]=1)[CH2:14][N:15]1[CH2:16][CH2:17][N:18]([CH2:33][C:31]([NH:27][C:28]2[CH:29]=[CH:36][CH:37]=[C:38]([C:42]3[CH:47]=[CH:46][CH:45]=[CH:44][CH:43]=3)[CH:30]=2)=[O:51])[CH2:19][CH2:20]1)(=[O:24])[CH3:23], predict the reactants needed to synthesize it. The reactants are: [CH3:1][C:2]1[S:3][C:4]2[CH:10]=[CH:9][C:8]([O:11][CH2:12][CH:13]([NH:21][C:22](=[O:24])[CH3:23])[CH2:14][N:15]3[CH2:20][CH2:19][NH:18][CH2:17][CH2:16]3)=[CH:7][C:5]=2[N:6]=1.C([N:27]([CH:31]([CH3:33])C)[CH:28]([CH3:30])[CH3:29])C.Cl[N-][C:36]1C=CC=[C:38]([C:42]2[CH:47]=[CH:46][CH:45]=[CH:44][CH:43]=2)[CH:37]=1.CN(C)C=[O:51]. (4) Given the product [CH2:15]([O:16][CH:17]1[C@@H:21]2[CH:22]=[N:23][C:24]3[CH:31]=[CH:30][C:29]([O:32][CH3:33])=[CH:28][C:25]=3[C:26](=[O:27])[N:20]2[CH2:19][C:18]1=[CH2:48])[CH2:14][CH2:13][CH2:12][CH2:11][CH2:10][CH2:9][CH2:8][O:49][CH:50]1[C@@H:54]2[CH:55]=[N:56][C:57]3[CH:64]=[CH:63][C:62]([O:65][CH3:66])=[CH:61][C:58]=3[C:59](=[O:60])[N:53]2[CH2:52][C:51]1=[CH2:81], predict the reactants needed to synthesize it. The reactants are: C(O)(C(F)(F)F)=O.[CH2:8]([O:49][CH:50]1[C@H:54]2[C@H:55](OC3CCCCO3)[N:56](C(OC(C)(C)C)=O)[C:57]3[CH:64]=[CH:63][C:62]([O:65][CH3:66])=[CH:61][C:58]=3[C:59](=[O:60])[N:53]2[CH2:52][C:51]1=[CH2:81])[CH2:9][CH2:10][CH2:11][CH2:12][CH2:13][CH2:14][CH2:15][O:16][CH:17]1[C@H:21]2[C@H:22](OC3CCCCO3)[N:23](C(OC(C)(C)C)=O)[C:24]3[CH:31]=[CH:30][C:29]([O:32][CH3:33])=[CH:28][C:25]=3[C:26](=[O:27])[N:20]2[CH2:19][C:18]1=[CH2:48].C([O-])(O)=O.[Na+]. (5) Given the product [Cl:23][C:3]1[C:2]([Cl:1])=[CH:7][N:6]=[C:5]([C:8]2[N:12]3[CH:13]=[C:14]([F:17])[CH:15]=[CH:16][C:11]3=[N:10][CH:9]=2)[N:4]=1, predict the reactants needed to synthesize it. The reactants are: [Cl:1][C:2]1[C:3](O)=[N:4][C:5]([C:8]2[N:12]3[CH:13]=[C:14]([F:17])[CH:15]=[CH:16][C:11]3=[N:10][CH:9]=2)=[N:6][CH:7]=1.[OH-].[Na+].P(Cl)(Cl)([Cl:23])=O. (6) Given the product [CH2:25]([O:24][C:22]([N:6]1[CH2:7][CH:8]([C:10](=[O:21])[NH:11][CH:12]2[CH2:14][CH:13]2[C:15]2[CH:20]=[CH:19][CH:18]=[CH:17][CH:16]=2)[CH2:9][CH:5]1[C:3]([OH:4])=[O:2])=[O:23])[C:26]1[CH:27]=[CH:28][CH:29]=[CH:30][CH:31]=1, predict the reactants needed to synthesize it. The reactants are: C[O:2][C:3]([CH:5]1[CH2:9][CH:8]([C:10](=[O:21])[NH:11][CH:12]2[CH2:14][CH:13]2[C:15]2[CH:20]=[CH:19][CH:18]=[CH:17][CH:16]=2)[CH2:7][N:6]1[C:22]([O:24][CH2:25][C:26]1[CH:31]=[CH:30][CH:29]=[CH:28][CH:27]=1)=[O:23])=[O:4].[OH-].[Na+]. (7) Given the product [Cl:19][C:17]1[CH:18]=[C:13]2[C:12]([CH2:20][C:21]3[CH:22]=[CH:23][C:24]([NH:27][CH2:28][C:29]4[CH:30]=[N:31][CH:32]=[C:33]([F:35])[CH:34]=4)=[N:25][CH:26]=3)=[CH:11][NH:10][C:14]2=[N:15][CH:16]=1, predict the reactants needed to synthesize it. The reactants are: C1(S([N:10]2[C:14]3=[N:15][CH:16]=[C:17]([Cl:19])[CH:18]=[C:13]3[C:12]([CH2:20][C:21]3[CH:22]=[CH:23][C:24]([NH:27][CH2:28][C:29]4[CH:30]=[N:31][CH:32]=[C:33]([F:35])[CH:34]=4)=[N:25][CH:26]=3)=[CH:11]2)(=O)=O)C=CC=CC=1.[F-].C([N+](CCCC)(CCCC)CCCC)CCC.O.